This data is from Catalyst prediction with 721,799 reactions and 888 catalyst types from USPTO. The task is: Predict which catalyst facilitates the given reaction. (1) The catalyst class is: 11. Reactant: [NH2:1][C:2]1[N:3]=[C:4]([C:17]2[CH:18]=[C:19]([O:23][CH2:24][C@H:25]([NH:28][C:29](=[O:35])[O:30][C:31]([CH3:34])([CH3:33])[CH3:32])[CH2:26][CH3:27])[CH:20]=[N:21][CH:22]=2)[CH:5]=[C:6]2[C:11]=1[CH:10]=[N:9][C:8]1[CH:12]=[CH:13][C:14]([Br:16])=[CH:15][C:7]2=1.CO[CH:38](OC)[N:39]([CH3:41])[CH3:40]. Product: [Br:16][C:14]1[CH:13]=[CH:12][C:8]2[N:9]=[CH:10][C:11]3[C:6]([C:7]=2[CH:15]=1)=[CH:5][C:4]([C:17]1[CH:18]=[C:19]([O:23][CH2:24][C@H:25]([NH:28][C:29](=[O:35])[O:30][C:31]([CH3:34])([CH3:33])[CH3:32])[CH2:26][CH3:27])[CH:20]=[N:21][CH:22]=1)=[N:3][C:2]=3/[N:1]=[CH:38]/[N:39]([CH3:41])[CH3:40]. (2) Reactant: Cl.[NH2:2][CH2:3][C:4]#[N:5].[C:6](O[C:6]([O:8][C:9]([CH3:12])([CH3:11])[CH3:10])=[O:7])([O:8][C:9]([CH3:12])([CH3:11])[CH3:10])=[O:7]. Product: [CH3:10][C:9]([O:8][C:6]([NH:5][CH2:4][C:3]#[N:2])=[O:7])([CH3:12])[CH3:11]. The catalyst class is: 4. (3) Reactant: [CH3:1][N:2]1[CH:6]=[CH:5][N:4]=[CH:3]1.[Br:7][CH2:8][CH2:9][CH2:10][CH2:11][CH2:12][CH2:13][CH2:14][CH2:15][CH2:16][CH2:17][CH2:18][CH2:19][CH2:20][CH2:21][CH2:22][CH2:23][CH2:24][CH2:25][CH2:26][CH2:27][CH2:28][CH3:29]. Product: [Br-:7].[CH2:8]([N+:4]1[CH:5]=[CH:6][N:2]([CH3:1])[CH:3]=1)[CH2:9][CH2:10][CH2:11][CH2:12][CH2:13][CH2:14][CH2:15][CH2:16][CH2:17][CH2:18][CH2:19][CH2:20][CH2:21][CH2:22][CH2:23][CH2:24][CH2:25][CH2:26][CH2:27][CH2:28][CH3:29]. The catalyst class is: 10.